Dataset: Forward reaction prediction with 1.9M reactions from USPTO patents (1976-2016). Task: Predict the product of the given reaction. (1) Given the reactants [NH2:1][C:2]1[CH:7]=[CH:6][C:5]([CH2:8][CH2:9][CH2:10][C:11]2[CH:20]=[CH:19][C:14]([C:15]([O:17][CH3:18])=[O:16])=[CH:13][CH:12]=2)=[CH:4][CH:3]=1.[C:21]([CH2:23][C:24](O)=[O:25])#[N:22].CN(C=O)C.CCN=C=NCCCN(C)C.Cl, predict the reaction product. The product is: [C:21]([CH2:23][C:24]([NH:1][C:2]1[CH:3]=[CH:4][C:5]([CH2:8][CH2:9][CH2:10][C:11]2[CH:12]=[CH:13][C:14]([C:15]([O:17][CH3:18])=[O:16])=[CH:19][CH:20]=2)=[CH:6][CH:7]=1)=[O:25])#[N:22]. (2) Given the reactants [C:1]([CH:3](P(OCC)(OCC)=O)[CH:4]([CH:10]1[CH2:15][CH2:14][O:13][CH2:12][CH2:11]1)[CH2:5][CH2:6][C:7]([OH:9])=[O:8])#[N:2].[H-].[Na+].[N+:26]([C:29]1[CH:36]=[CH:35][C:34]([O:37][C:38]2[CH:43]=[CH:42][CH:41]=[CH:40][CH:39]=2)=[CH:33][C:30]=1[CH:31]=O)([O-:28])=[O:27].C(OCC)(=O)C, predict the reaction product. The product is: [C:1]([C:3](=[CH:31][C:30]1[CH:33]=[C:34]([O:37][C:38]2[CH:43]=[CH:42][CH:41]=[CH:40][CH:39]=2)[CH:35]=[CH:36][C:29]=1[N+:26]([O-:28])=[O:27])[CH:4]([CH:10]1[CH2:11][CH2:12][O:13][CH2:14][CH2:15]1)[CH2:5][CH2:6][C:7]([OH:9])=[O:8])#[N:2].